Task: Predict which catalyst facilitates the given reaction.. Dataset: Catalyst prediction with 721,799 reactions and 888 catalyst types from USPTO Reactant: [NH2:1][C@H:2]1[C:11]2[C:6](=[CH:7][CH:8]=[CH:9][CH:10]=2)[N:5]([C:12](=[O:14])[CH3:13])[C@@H:4]([CH3:15])[C@@H:3]1[CH3:16].Br[C:18]1[CH:23]=[CH:22][CH:21]=[CH:20][N:19]=1.CC(C)([O-])C.[Na+].CN(C1C(C2C(P(C3CCCCC3)C3CCCCC3)=CC=CC=2)=CC=CC=1)C. Product: [CH3:15][C@H:4]1[C@H:3]([CH3:16])[C@@H:2]([NH:1][C:18]2[CH:23]=[CH:22][CH:21]=[CH:20][N:19]=2)[C:11]2[C:6](=[CH:7][CH:8]=[CH:9][CH:10]=2)[N:5]1[C:12](=[O:14])[CH3:13]. The catalyst class is: 102.